Dataset: Rat liver microsome stability data. Task: Regression/Classification. Given a drug SMILES string, predict its absorption, distribution, metabolism, or excretion properties. Task type varies by dataset: regression for continuous measurements (e.g., permeability, clearance, half-life) or binary classification for categorical outcomes (e.g., BBB penetration, CYP inhibition). Dataset: rlm. (1) The drug is Cn1cnc2c(c(Nc3ccc(I)cc3F)cc(=O)n2C)c1=O. The result is 1 (stable in rat liver microsomes). (2) The drug is Cc1ccc(-c2ccc(CNc3nc(-c4ccccc4C(C)C)ncc3F)cc2)cn1. The result is 1 (stable in rat liver microsomes). (3) The molecule is CC(C)(C#N)c1ccc(N2C(=O)OCc3cnc4ccc(-c5cnc6ccccc6c5)cc4c32)cc1. The result is 1 (stable in rat liver microsomes).